From a dataset of NCI-60 drug combinations with 297,098 pairs across 59 cell lines. Regression. Given two drug SMILES strings and cell line genomic features, predict the synergy score measuring deviation from expected non-interaction effect. Drug 1: C1CC(=O)NC(=O)C1N2CC3=C(C2=O)C=CC=C3N. Drug 2: CN1C(=O)N2C=NC(=C2N=N1)C(=O)N. Cell line: SF-539. Synergy scores: CSS=4.06, Synergy_ZIP=-1.73, Synergy_Bliss=-0.318, Synergy_Loewe=0.0668, Synergy_HSA=0.227.